This data is from Catalyst prediction with 721,799 reactions and 888 catalyst types from USPTO. The task is: Predict which catalyst facilitates the given reaction. (1) Reactant: Br[C:2]1[CH:7]=[CH:6][CH:5]=[C:4]([CH3:8])[N:3]=1.[Cl:9][C:10]1[CH:15]=[CH:14][C:13](B(O)O)=[CH:12][CH:11]=1.C(=O)([O-])[O-].[K+].[K+]. The catalyst class is: 755. Product: [Cl:9][C:10]1[CH:15]=[CH:14][C:13]([C:2]2[CH:7]=[CH:6][CH:5]=[C:4]([CH3:8])[N:3]=2)=[CH:12][CH:11]=1. (2) Reactant: B(Br)(Br)Br.[Cl:5][C:6]1[CH:11]=[CH:10][C:9]([C:12]2[C:21]3[CH2:20][CH2:19][NH:18][CH2:17][CH2:16][C:15]=3[N:14]([CH2:22][C:23]3[CH:28]=[CH:27][C:26]([O:29]C)=[C:25]([F:31])[CH:24]=3)[N:13]=2)=[CH:8][CH:7]=1. Product: [Cl:5][C:6]1[CH:11]=[CH:10][C:9]([C:12]2[C:21]3[CH2:20][CH2:19][NH:18][CH2:17][CH2:16][C:15]=3[N:14]([CH2:22][C:23]3[CH:28]=[CH:27][C:26]([OH:29])=[C:25]([F:31])[CH:24]=3)[N:13]=2)=[CH:8][CH:7]=1. The catalyst class is: 2.